Dataset: CYP2D6 inhibition data for predicting drug metabolism from PubChem BioAssay. Task: Regression/Classification. Given a drug SMILES string, predict its absorption, distribution, metabolism, or excretion properties. Task type varies by dataset: regression for continuous measurements (e.g., permeability, clearance, half-life) or binary classification for categorical outcomes (e.g., BBB penetration, CYP inhibition). Dataset: cyp2d6_veith. (1) The compound is CCOC(=O)Cn1cc(C(=O)c2ccccc2F)c2ccccc21. The result is 0 (non-inhibitor). (2) The molecule is Cn1cnc([N+](=O)[O-])c1Sc1nnc(-c2cccnc2)n1C. The result is 0 (non-inhibitor). (3) The drug is COc1cccc(C=NC=Nc2cccc(OC)c2)c1. The result is 0 (non-inhibitor). (4) The drug is Cc1nc2ccccn2c1/C(O)=C1\C(=O)C(=O)N(CCCn2ccnc2)C1c1ccncc1. The result is 0 (non-inhibitor).